From a dataset of Experimentally validated miRNA-target interactions with 360,000+ pairs, plus equal number of negative samples. Binary Classification. Given a miRNA mature sequence and a target amino acid sequence, predict their likelihood of interaction. (1) The miRNA is mmu-miR-770-3p with sequence CGUGGGCCUGACGUGGAGCUGG. The protein sequence of the target gene is MKPKLMYQELKVPVEEPAGELPLNEIEAWKAAEKKARWVLLVLILAVVGFGALMTQLFLWEYGDLHLFGPNQRPAPCYDPCEAVLVESIPEGLEFPNATTSNPSTSQAWLGLLAGAHSSLDIASFYWTLTNNDTHTQEPSAQQGEEVLQQLQALAPRGVKVRIAVSKPNGPLADLQSLLQSGAQVRMVDMQKLTHGVLHTKFWVVDQTHFYLGSANMDWRSLTQVKELGVVMYNCSCLARDLTKIFEAYWFLGQAGSSIPSTWPRSFDTRYNQETPMEICLNGTPALAYLASAPPPLCPS.... Result: 0 (no interaction). (2) The miRNA is mmu-miR-676-3p with sequence CCGUCCUGAGGUUGUUGAGCU. The protein sequence of the target gene is MNINDGGRRRFEDNEHTLRIYPGAISEGTIYCPIPARKNSTAAEVIESLINKLHLDKTKCYVLAEVKEFGGEEWILNPTDCPVQRMMLWPRMALENRLSGEDYRFLLREKNLDGSIHYGSLQSWLRVTEERRRMMERGFLPQPQQKDFDDLCSLPDLNEKTLLENLRNRFKHEKIYTYVGSILIVINPFKFLPIYNPKYVKMYDNHQLGKLEPHIYAVADVAYHAMLQRKKNQCIVISGESGSGKTQSTNFLIHHLTALSQKGFASGVEQIILGAGPVLEAFGNAKTAHNNNSSRFGKFI.... Result: 0 (no interaction).